From a dataset of Reaction yield outcomes from USPTO patents with 853,638 reactions. Predict the reaction yield, written as a fraction of the theoretical maximum amount of product (1.0 means a 100% yield; for example, 0.34 means a 34% yield). (1) The reactants are [BH4-].[Na+].[CH3:3][O:4][C:5]1[CH:6]=[C:7]([C:11]23[C:20](=[O:21])[CH2:19][CH2:18][CH2:17][C:16]2=[C:15]([CH3:22])[C:14](=[O:23])[CH2:13][CH2:12]3)[CH:8]=[CH:9][CH:10]=1.C(O)(=O)C. The product is [OH:21][CH:20]1[CH2:19][CH2:18][CH2:17][C:16]2[C:11]1([C:7]1[CH:8]=[CH:9][CH:10]=[C:5]([O:4][CH3:3])[CH:6]=1)[CH2:12][CH2:13][C:14](=[O:23])[C:15]=2[CH3:22]. The catalyst is C(O)C. The yield is 0.960. (2) The reactants are [Br:1][C:2]1[CH:3]=[C:4]2[C:8](=[CH:9][CH:10]=1)[NH:7][C:6](=[O:11])[C:5]2=[CH:12][C:13]1[NH:17][C:16]([CH:18]([CH3:20])[CH3:19])=[C:15]([C:21](O)=[O:22])[C:14]=1[C:24]1[CH:29]=[CH:28][CH:27]=[CH:26][CH:25]=1.[N:30]1([CH2:35][CH2:36][CH2:37][NH2:38])[CH2:34][CH2:33][CH2:32][CH2:31]1. No catalyst specified. The product is [N:30]1([CH2:35][CH2:36][CH2:37][NH:38][C:21]([C:15]2[C:14]([C:24]3[CH:29]=[CH:28][CH:27]=[CH:26][CH:25]=3)=[C:13]([CH:12]=[C:5]3[C:4]4[C:8](=[CH:9][CH:10]=[C:2]([Br:1])[CH:3]=4)[NH:7][C:6]3=[O:11])[NH:17][C:16]=2[CH:18]([CH3:20])[CH3:19])=[O:22])[CH2:34][CH2:33][CH2:32][CH2:31]1. The yield is 0.660. (3) The reactants are [CH2:1]([C:3]([NH2:11])([CH3:10])[CH2:4][NH:5][C:6]([CH3:9])([CH3:8])[CH3:7])[CH3:2].[CH3:12][C:13]([CH2:15][CH3:16])=O.[OH-:17].[Na+].[CH:19](Cl)(Cl)Cl. No catalyst specified. The product is [C:6]([N:5]1[CH2:12][C:13]([CH2:15][CH3:16])([CH3:19])[NH:11][C:3]([CH2:1][CH3:2])([CH3:10])[C:4]1=[O:17])([CH3:9])([CH3:8])[CH3:7]. The yield is 1.00. (4) The reactants are [Br:1][C:2]1[CH:7]=[CH:6][N:5]=[C:4]2[N:8]([CH3:13])[CH:9]=[C:10]([CH:11]=O)[C:3]=12.[OH:14][C:15]1[C:20]2[C:21](=[O:24])[CH2:22][O:23][C:19]=2[CH:18]=[CH:17][CH:16]=1.Cl.C([OH:28])C. No catalyst specified. The product is [Br:1][C:2]1[CH:7]=[CH:6][N:5]=[C:4]2[N:8]([CH3:13])[CH:9]=[C:10]([CH:11]=[C:22]3[C:21](=[O:24])[C:20]4[C:15]([OH:14])=[CH:16][C:17]([OH:28])=[CH:18][C:19]=4[O:23]3)[C:3]=12. The yield is 0.410. (5) The reactants are [CH2:1]([N:3]([CH2:22][CH3:23])[CH2:4][CH2:5][N:6]1[CH2:11][CH2:10][C:9]2[NH:12][C:13]([CH2:19][OH:20])=[C:14]([C:15]([F:18])([F:17])[F:16])[C:8]=2[C:7]1=[O:21])[CH3:2].O.CC1C=CC(S(O)(=O)=O)=CC=1.I(C1C=CC=CC=1C(O)=O)(=O)=O. No catalyst specified. The product is [CH2:22]([N:3]([CH2:1][CH3:2])[CH2:4][CH2:5][N:6]1[CH2:11][CH2:10][C:9]2[NH:12][C:13]([CH:19]=[O:20])=[C:14]([C:15]([F:16])([F:18])[F:17])[C:8]=2[C:7]1=[O:21])[CH3:23]. The yield is 0.280.